Task: Predict the reaction yield, written as a fraction of the theoretical maximum amount of product (1.0 means a 100% yield; for example, 0.34 means a 34% yield).. Dataset: Reaction yield outcomes from USPTO patents with 853,638 reactions (1) The reactants are C([O:4][CH2:5][C:6]1[C:11]([N:12]2[CH2:24][CH2:23][N:15]3[C:16]4[CH2:17][CH2:18][CH2:19][CH2:20][C:21]=4[CH:22]=[C:14]3[C:13]2=[O:25])=[CH:10][C:9]([F:26])=[CH:8][C:7]=1[C:27]1[N:35]=[C:34]2[C:30]([N:31]=[CH:32][NH:33]2)=[C:29]([NH:36][C:37]2[CH:42]=[CH:41][C:40]([N:43]3[CH2:48][CH2:47][N:46]([CH:49]4[CH2:52][O:51][CH2:50]4)[CH2:45][CH2:44]3)=[CH:39][CH:38]=2)[N:28]=1)(=O)C.[OH-].[Li+]. The catalyst is C(O)(C)C.C1COCC1.O. The product is [F:26][C:9]1[CH:8]=[C:7]([C:27]2[N:35]=[C:34]3[C:30]([N:31]=[CH:32][NH:33]3)=[C:29]([NH:36][C:37]3[CH:42]=[CH:41][C:40]([N:43]4[CH2:44][CH2:45][N:46]([CH:49]5[CH2:50][O:51][CH2:52]5)[CH2:47][CH2:48]4)=[CH:39][CH:38]=3)[N:28]=2)[C:6]([CH2:5][OH:4])=[C:11]([N:12]2[CH2:24][CH2:23][N:15]3[C:16]4[CH2:17][CH2:18][CH2:19][CH2:20][C:21]=4[CH:22]=[C:14]3[C:13]2=[O:25])[CH:10]=1. The yield is 0.640. (2) The reactants are [Br:1][C:2]1[CH:9]=[CH:8][C:7]([O:10][CH2:11][CH:12]2[CH2:17][CH2:16][N:15]([CH2:18][C:19](O)([CH3:21])[CH3:20])[CH2:14][CH2:13]2)=[CH:6][C:3]=1[C:4]#[N:5].CCN(S(F)(F)[F:29])CC.C([O-])(O)=O.[Na+]. The catalyst is C(Cl)Cl. The product is [Br:1][C:2]1[CH:9]=[CH:8][C:7]([O:10][CH2:11][CH:12]2[CH2:17][CH2:16][N:15]([CH2:18][C:19]([F:29])([CH3:21])[CH3:20])[CH2:14][CH2:13]2)=[CH:6][C:3]=1[C:4]#[N:5]. The yield is 0.640. (3) The reactants are [NH:1]1[C:9]2[C:4](=[CH:5][CH:6]=[CH:7][CH:8]=2)[CH:3]=[N:2]1.[I:10]I.[OH-].[K+]. The catalyst is CN(C=O)C.C(OCC)(=O)C. The product is [I:10][C:3]1[C:4]2[C:9](=[CH:8][CH:7]=[CH:6][CH:5]=2)[NH:1][N:2]=1. The yield is 0.970. (4) The reactants are [Br:1][C:2]1[C:3]([F:22])=[CH:4][C:5]2[CH:19]3[CH2:20][CH:17]([CH2:18]3)[C:8]3[S:9][C:10]([C:12](OCC)=[O:13])=[CH:11][C:7]=3[C:6]=2[CH:21]=1.[NH3:23]. No catalyst specified. The product is [Br:1][C:2]1[C:3]([F:22])=[CH:4][C:5]2[CH:19]3[CH2:20][CH:17]([CH2:18]3)[C:8]3[S:9][C:10]([C:12]([NH2:23])=[O:13])=[CH:11][C:7]=3[C:6]=2[CH:21]=1. The yield is 1.00. (5) The reactants are [C:1]1([CH2:7][N:8]2[CH2:13][CH2:12][CH:11]([CH2:14][NH2:15])[CH2:10][CH2:9]2)[CH:6]=[CH:5][CH:4]=[CH:3][CH:2]=1.[C:16](#[N:19])[CH:17]=[CH2:18]. The catalyst is C(O)C. The product is [C:1]1([CH2:7][N:8]2[CH2:13][CH2:12][CH:11]([CH2:14][NH:15][CH2:18][CH2:17][C:16]#[N:19])[CH2:10][CH2:9]2)[CH:2]=[CH:3][CH:4]=[CH:5][CH:6]=1. The yield is 1.02. (6) The reactants are Cl[CH2:2][CH2:3][CH:4]1[CH2:12][CH2:11][CH2:10][C:9]2[N:8]([C:13]3[CH:18]=[CH:17][C:16]([Cl:19])=[C:15]([Cl:20])[CH:14]=3)[N:7]=[CH:6][C:5]1=2.C([O-])([O-])=O.[K+].[K+].[C:27]1([CH:33]2[CH2:38][CH2:37][NH:36][CH2:35][CH2:34]2)[CH:32]=[CH:31][CH:30]=[CH:29][CH:28]=1. The catalyst is CN(C=O)C.C(OCC)(=O)C. The product is [Cl:20][C:15]1[CH:14]=[C:13]([N:8]2[C:9]3[CH2:10][CH2:11][CH2:12][CH:4]([CH2:3][CH2:2][N:36]4[CH2:37][CH2:38][CH:33]([C:27]5[CH:32]=[CH:31][CH:30]=[CH:29][CH:28]=5)[CH2:34][CH2:35]4)[C:5]=3[CH:6]=[N:7]2)[CH:18]=[CH:17][C:16]=1[Cl:19]. The yield is 0.450. (7) The reactants are [CH2:1]([O:3][C:4]1[CH:9]=[CH:8][CH:7]=[CH:6][C:5]=1[CH2:10][CH2:11][N:12]1[CH:16]=[C:15]([C:17]2[CH:22]=[C:21]([C:23]#[N:24])[CH:20]=[CH:19][N:18]=2)[N:14]=[CH:13]1)[CH3:2].[NH4+].[Cl-].[N-:27]=[N+:28]=[N-:29].[Na+].Cl.[OH-].[Na+]. The catalyst is CN(C=O)C. The product is [CH2:1]([O:3][C:4]1[CH:9]=[CH:8][CH:7]=[CH:6][C:5]=1[CH2:10][CH2:11][N:12]1[CH:16]=[C:15]([C:17]2[CH:22]=[C:21]([C:23]3[N:27]=[N:28][NH:29][N:24]=3)[CH:20]=[CH:19][N:18]=2)[N:14]=[CH:13]1)[CH3:2]. The yield is 0.560. (8) The reactants are [Cl:1][C:2]1[N:10]=[C:9]2[C:5]([N:6]=[C:7]([CH:17]([NH2:19])[CH3:18])[N:8]2[CH:11]2[CH2:16][CH2:15][CH2:14][CH2:13][O:12]2)=[C:4]([N:20]2[CH2:25][CH2:24][O:23][CH2:22][CH2:21]2)[N:3]=1.C(N(CC)CC)C.[C:33](=[O:40])([O:35][C:36]([CH3:39])([CH3:38])[CH3:37])N.[C:33](=[O:40])([O:35][C:36]([CH3:39])([CH3:38])[CH3:37])N. The catalyst is C(Cl)Cl. The product is [C:36]([O:35][C:33](=[O:40])[NH:19][CH:17]([C:7]1[N:8]([CH:11]2[CH2:16][CH2:15][CH2:14][CH2:13][O:12]2)[C:9]2[C:5]([N:6]=1)=[C:4]([N:20]1[CH2:25][CH2:24][O:23][CH2:22][CH2:21]1)[N:3]=[C:2]([Cl:1])[N:10]=2)[CH3:18])([CH3:39])([CH3:38])[CH3:37]. The yield is 0.810.